Dataset: Full USPTO retrosynthesis dataset with 1.9M reactions from patents (1976-2016). Task: Predict the reactants needed to synthesize the given product. (1) Given the product [CH2:1]([N:8]1[C:12]2=[CH:13][CH:14]=[C:15]3[C:20]([N:19]=[C:18]([C:34]4[CH:35]=[C:30]([CH2:29][OH:28])[CH:31]=[CH:32][CH:33]=4)[N:17]=[C:16]3[N:22]3[CH2:27][CH2:26][O:25][CH2:24][CH2:23]3)=[C:11]2[CH:10]=[CH:9]1)[C:2]1[CH:7]=[CH:6][CH:5]=[CH:4][CH:3]=1, predict the reactants needed to synthesize it. The reactants are: [CH2:1]([N:8]1[C:12]2=[CH:13][CH:14]=[C:15]3[C:20]([N:19]=[C:18](Cl)[N:17]=[C:16]3[N:22]3[CH2:27][CH2:26][O:25][CH2:24][CH2:23]3)=[C:11]2[CH:10]=[CH:9]1)[C:2]1[CH:7]=[CH:6][CH:5]=[CH:4][CH:3]=1.[OH:28][CH2:29][C:30]1[CH:31]=[C:32](B(O)O)[CH:33]=[CH:34][CH:35]=1.C([O-])([O-])=O.[Na+].[Na+]. (2) Given the product [CH3:1][C:2]1[CH:7]=[C:6]([CH3:8])[CH:5]=[CH:4][C:3]=1[N:9]([CH2:25][CH:26]([CH3:28])[CH3:27])[S:10]([C:13]1[CH:14]=[CH:15][C:16]([OH:23])=[C:17]([CH:22]=1)[C:18]([O:20][CH3:21])=[O:19])(=[O:12])=[O:11], predict the reactants needed to synthesize it. The reactants are: [CH3:1][C:2]1[CH:7]=[C:6]([CH3:8])[CH:5]=[CH:4][C:3]=1[N:9]([CH2:25][CH:26]([CH3:28])[CH3:27])[S:10]([C:13]1[CH:14]=[CH:15][C:16]([O:23]C)=[C:17]([CH:22]=1)[C:18]([O:20][CH3:21])=[O:19])(=[O:12])=[O:11].B(Br)(Br)Br.O. (3) Given the product [C:18]([O:22][C@@H:23]([C:29]1[C:44]([CH3:45])=[CH:43][C:32]2[N:33]=[C:34]([C:36]3[CH:41]=[CH:40][N:39]=[C:38]([C:8]4[C:3]([O:2][CH3:1])=[N:4][CH:5]=[CH:6][CH:7]=4)[CH:37]=3)[S:35][C:31]=2[C:30]=1[C:46]1[CH:47]=[CH:48][C:49]([Cl:52])=[CH:50][CH:51]=1)[C:24]([O:26][CH2:27][CH3:28])=[O:25])([CH3:19])([CH3:20])[CH3:21], predict the reactants needed to synthesize it. The reactants are: [CH3:1][O:2][C:3]1[C:8](B2OC(C)(C)C(C)(C)O2)=[CH:7][CH:6]=[CH:5][N:4]=1.[C:18]([O:22][C@@H:23]([C:29]1[C:44]([CH3:45])=[CH:43][C:32]2[N:33]=[C:34]([C:36]3[CH:41]=[CH:40][N:39]=[C:38](Cl)[CH:37]=3)[S:35][C:31]=2[C:30]=1[C:46]1[CH:51]=[CH:50][C:49]([Cl:52])=[CH:48][CH:47]=1)[C:24]([O:26][CH2:27][CH3:28])=[O:25])([CH3:21])([CH3:20])[CH3:19].C(=O)([O-])[O-].[K+].[K+]. (4) Given the product [CH3:9][CH:8]([CH2:7][C:5](=[O:6])[CH2:4][CH:2]([CH3:3])[CH3:1])[C:12]([OH:13])=[O:15], predict the reactants needed to synthesize it. The reactants are: [CH3:1][CH:2]([CH2:4][C:5]([CH2:7][CH:8](C=C)[CH3:9])=[O:6])[CH3:3].[C:12](=[O:15])([O-])[O-:13].[K+].[K+].I([O-])(=O)(=O)=O.[K+].[Mn]([O-])(=O)(=O)=O.[K+].[K].[OH-].[K+]. (5) The reactants are: [OH-].[Na+].[CH3:3][N:4]([CH2:14][C:15]1[S:19][CH:18]=[C:17]([C:20]2[CH:25]=[CH:24][C:23]([CH:26]=[CH:27][C:28]([O:30]CC)=[O:29])=[CH:22][CH:21]=2)[CH:16]=1)[C:5](=[O:13])[CH2:6][CH2:7][CH2:8][CH2:9][CH2:10][CH2:11][CH3:12].O1CCCC1.CO.O. Given the product [CH3:3][N:4]([CH2:14][C:15]1[S:19][CH:18]=[C:17]([C:20]2[CH:21]=[CH:22][C:23]([CH:26]=[CH:27][C:28]([OH:30])=[O:29])=[CH:24][CH:25]=2)[CH:16]=1)[C:5](=[O:13])[CH2:6][CH2:7][CH2:8][CH2:9][CH2:10][CH2:11][CH3:12], predict the reactants needed to synthesize it. (6) Given the product [F:17][C:13]1[C:11]2[N:12]=[C:8]([C:6]3[CH:7]=[C:2]([B:20]4[O:24][C:23]([CH3:26])([CH3:25])[C:22]([CH3:28])([CH3:27])[O:21]4)[CH:3]=[CH:4][C:5]=3[O:18][CH3:19])[O:9][C:10]=2[CH:16]=[CH:15][CH:14]=1, predict the reactants needed to synthesize it. The reactants are: Br[C:2]1[CH:3]=[CH:4][C:5]([O:18][CH3:19])=[C:6]([C:8]2[O:9][C:10]3[CH:16]=[CH:15][CH:14]=[C:13]([F:17])[C:11]=3[N:12]=2)[CH:7]=1.[B:20]1([B:20]2[O:24][C:23]([CH3:26])([CH3:25])[C:22]([CH3:28])([CH3:27])[O:21]2)[O:24][C:23]([CH3:26])([CH3:25])[C:22]([CH3:28])([CH3:27])[O:21]1.C(O[K])(C)=O.